From a dataset of Full USPTO retrosynthesis dataset with 1.9M reactions from patents (1976-2016). Predict the reactants needed to synthesize the given product. (1) Given the product [F:32][C:9]([F:8])([F:31])[C:10]([C:12]1[CH:13]=[CH:14][C:15]([N:18]2[CH2:19][CH2:20][NH:21][CH2:22][CH2:23]2)=[CH:16][CH:17]=1)=[O:11], predict the reactants needed to synthesize it. The reactants are: C(O)(C(F)(F)F)=O.[F:8][C:9]([F:32])([F:31])[C:10]([C:12]1[CH:17]=[CH:16][C:15]([N:18]2[CH2:23][CH2:22][N:21](C(OC(C)(C)C)=O)[CH2:20][CH2:19]2)=[CH:14][CH:13]=1)=[O:11]. (2) Given the product [CH2:16]([O:18][C:19]([C:21]1[CH:22]=[N:23][N:24]([CH3:44])[C:25]=1[C:26](=[O:43])[NH:27][C:28]1[CH:29]=[CH:30][C:31]2[N:32]([N:34]=[C:35]([N:37]([CH2:42][CH3:41])[CH2:38][CH3:39])[N:36]=2)[CH:33]=1)=[O:20])[CH3:17], predict the reactants needed to synthesize it. The reactants are: C(N(CC)C1N=C2C=CC(N)=CN2N=1)C.[CH2:16]([O:18][C:19]([C:21]1[CH:22]=[N:23][N:24]([CH3:44])[C:25]=1[C:26](=[O:43])[NH:27][C:28]1[CH:29]=[CH:30][C:31]2[N:32]([N:34]=[C:35]([N:37]3[CH2:42][CH2:41]O[CH2:39][CH2:38]3)[N:36]=2)[CH:33]=1)=[O:20])[CH3:17]. (3) Given the product [NH2:8][C@@H:9]([CH2:10][CH:11]1[CH2:16][CH2:15][NH:14][CH2:13][CH2:12]1)[C:24]([NH:25][C:26]1[CH:27]=[N:28][C:29]2[C:34]([CH:35]=1)=[CH:33][CH:32]=[CH:31][CH:30]=2)=[O:36], predict the reactants needed to synthesize it. The reactants are: C(OC([NH:8][C@H:9]([C:24](=[O:36])[NH:25][C:26]1[CH:27]=[N:28][C:29]2[C:34]([CH:35]=1)=[CH:33][CH:32]=[CH:31][CH:30]=2)[CH2:10][CH:11]1[CH2:16][CH2:15][N:14](C(OC(C)(C)C)=O)[CH2:13][CH2:12]1)=O)(C)(C)C.Cl.CCOC(C)=O. (4) Given the product [CH3:29][C:19]1[CH:24]=[CH:23][C:22]([S:25]([O:12][C@H:4]([CH2:5][CH:6]([CH3:11])[CH2:7][CH2:8][CH:9]=[CH2:10])[CH2:3][O:2][CH3:1])(=[O:27])=[O:26])=[CH:21][CH:20]=1, predict the reactants needed to synthesize it. The reactants are: [CH3:1][O:2][CH2:3][C@H:4]([OH:12])[CH2:5][CH:6]([CH3:11])[CH2:7][CH2:8][CH:9]=[CH2:10].N1C=CC=CC=1.[C:19]1([CH3:29])[CH:24]=[CH:23][C:22]([S:25](Cl)(=[O:27])=[O:26])=[CH:21][CH:20]=1.